This data is from Reaction yield outcomes from USPTO patents with 853,638 reactions. The task is: Predict the reaction yield, written as a fraction of the theoretical maximum amount of product (1.0 means a 100% yield; for example, 0.34 means a 34% yield). (1) The product is [F:1][C:2]1[CH:3]=[CH:4][C:5]([O:31][CH3:32])=[C:6]([C:8]([CH3:29])([CH3:30])[CH2:9][C:10]([OH:28])([C:24]([F:27])([F:25])[F:26])[CH2:11][C:12]2[NH:13][C:14]3[CH:15]=[CH:16][CH:17]=[C:18]([C:21]([NH2:35])=[O:23])[C:19]=3[CH:20]=2)[CH:7]=1. The yield is 1.00. The catalyst is C(#N)C.O. The reactants are [F:1][C:2]1[CH:3]=[CH:4][C:5]([O:31][CH3:32])=[C:6]([C:8]([CH3:30])([CH3:29])[CH2:9][C:10]([OH:28])([C:24]([F:27])([F:26])[F:25])[CH2:11][C:12]2[NH:13][C:14]3[CH:15]=[CH:16][CH:17]=[C:18]([C:21]([OH:23])=O)[C:19]=3[CH:20]=2)[CH:7]=1.C([N:35](CC)CC)C.CN(C(ON1N=NC2C=CC=CC1=2)=[N+](C)C)C.[B-](F)(F)(F)F.[OH-].[NH4+]. (2) The reactants are [C:1]([O:5][C:6](=[O:30])[C:7]1[CH:12]=[CH:11][C:10]([O:13][CH2:14][CH2:15][O:16][N:17]=[CH:18][C:19]2[CH:24]=[CH:23][C:22]([C:25]([CH3:28])([CH3:27])[CH3:26])=[CH:21][CH:20]=2)=[CH:9][C:8]=1[OH:29])([CH3:4])([CH3:3])[CH3:2].C(N(CC)CC)C.[F:38][C:39]([F:50])([F:49])[C:40]1[CH:48]=[CH:47][C:43]([C:44](Cl)=[O:45])=[CH:42][CH:41]=1. The catalyst is C(Cl)Cl.[Cl-].[Na+].O. The product is [C:1]([O:5][C:6](=[O:30])[C:7]1[CH:12]=[CH:11][C:10]([O:13][CH2:14][CH2:15][O:16]/[N:17]=[CH:18]/[C:19]2[CH:20]=[CH:21][C:22]([C:25]([CH3:28])([CH3:27])[CH3:26])=[CH:23][CH:24]=2)=[CH:9][C:8]=1[O:29][C:44](=[O:45])[C:43]1[CH:47]=[CH:48][C:40]([C:39]([F:38])([F:49])[F:50])=[CH:41][CH:42]=1)([CH3:4])([CH3:2])[CH3:3]. The yield is 0.960. (3) The reactants are [CH2:1]([O:19][CH2:20][C:21]([CH2:65][O:66][CH2:67][CH2:68][CH2:69][CH2:70][CH2:71][CH2:72][CH2:73][CH2:74][CH2:75][CH2:76][CH2:77][CH2:78][CH2:79][CH2:80][CH2:81][CH2:82][CH2:83][CH3:84])([CH2:45][O:46][CH2:47][CH2:48][CH2:49][CH2:50][CH2:51][CH2:52][CH2:53][CH2:54][CH2:55][CH2:56][CH2:57][CH2:58][CH2:59][CH2:60][CH2:61][CH2:62][CH2:63][CH3:64])[CH2:22][O:23][C:24]1[CH:36]=[CH:35][C:34]2[C:33]3[C:28](=[CH:29][CH:30]=[CH:31][CH:32]=3)[C:27]([C:38]3[CH:43]=[CH:42][C:41]([Cl:44])=[CH:40][CH:39]=3)(O)[C:26]=2[CH:25]=1)[CH2:2][CH2:3][CH2:4][CH2:5][CH2:6][CH2:7][CH2:8][CH2:9][CH2:10][CH2:11][CH2:12][CH2:13][CH2:14][CH2:15][CH2:16][CH2:17][CH3:18].C([Br:88])(=O)C. The catalyst is C(Cl)(Cl)Cl. The product is [CH2:1]([O:19][CH2:20][C:21]([CH2:65][O:66][CH2:67][CH2:68][CH2:69][CH2:70][CH2:71][CH2:72][CH2:73][CH2:74][CH2:75][CH2:76][CH2:77][CH2:78][CH2:79][CH2:80][CH2:81][CH2:82][CH2:83][CH3:84])([CH2:45][O:46][CH2:47][CH2:48][CH2:49][CH2:50][CH2:51][CH2:52][CH2:53][CH2:54][CH2:55][CH2:56][CH2:57][CH2:58][CH2:59][CH2:60][CH2:61][CH2:62][CH2:63][CH3:64])[CH2:22][O:23][C:24]1[CH:36]=[CH:35][C:34]2[C:33]3[C:28](=[CH:29][CH:30]=[CH:31][CH:32]=3)[C:27]([C:38]3[CH:43]=[CH:42][C:41]([Cl:44])=[CH:40][CH:39]=3)([Br:88])[C:26]=2[CH:25]=1)[CH2:2][CH2:3][CH2:4][CH2:5][CH2:6][CH2:7][CH2:8][CH2:9][CH2:10][CH2:11][CH2:12][CH2:13][CH2:14][CH2:15][CH2:16][CH2:17][CH3:18]. The yield is 0.790. (4) The reactants are [CH2:1]([O:8][C:9]1[CH:10]=[CH:11][C:12]([C@@H:20]([OH:23])[CH2:21][Br:22])=[C:13]2[C:18]=1[NH:17][C:16](=[O:19])[CH:15]=[CH:14]2)[C:2]1[CH:7]=[CH:6][CH:5]=[CH:4][CH:3]=1.CN(C)C=O.N1C(C)=CC=CC=1C.FC(F)(F)S(O[Si:43]([C:46]([CH3:49])([CH3:48])[CH3:47])([CH3:45])[CH3:44])(=O)=O. The catalyst is C1CCCCC1.CO. The product is [CH2:1]([O:8][C:9]1[CH:10]=[CH:11][C:12]([C@@H:20]([O:23][Si:43]([C:46]([CH3:49])([CH3:48])[CH3:47])([CH3:45])[CH3:44])[CH2:21][Br:22])=[C:13]2[C:18]=1[NH:17][C:16](=[O:19])[CH:15]=[CH:14]2)[C:2]1[CH:3]=[CH:4][CH:5]=[CH:6][CH:7]=1. The yield is 0.800. (5) The reactants are [CH3:1][O:2][C:3]1[CH:8]=[CH:7][C:6]([S:9]([C:12]([CH2:20][C:21]#[C:22][CH3:23])([CH2:16][C:17]#[C:18][CH3:19])[C:13](O)=[O:14])(=[O:11])=[O:10])=[CH:5][CH:4]=1.Cl.[NH2:25][OH:26]. No catalyst specified. The product is [OH:26][NH:25][C:13](=[O:14])[C:12]([S:9]([C:6]1[CH:7]=[CH:8][C:3]([O:2][CH3:1])=[CH:4][CH:5]=1)(=[O:11])=[O:10])([CH2:20][C:21]#[C:22][CH3:23])[CH2:16][C:17]#[C:18][CH3:19]. The yield is 0.890.